From a dataset of Forward reaction prediction with 1.9M reactions from USPTO patents (1976-2016). Predict the product of the given reaction. Given the reactants [C:1]([O-:4])(=[O:3])[CH3:2].[C:5]([O-:8])(=[O:7])[CH3:6].[C:9]([O-:12])(=[O:11])[CH3:10].C([O-])(=O)C.[Pb+4:17].[Br:18][C:19]1[CH:24]=[CH:23][C:22]([C:25]2[CH:30]=[CH:29][C:28]([Cl:31])=[CH:27][CH:26]=2)=[CH:21][C:20]=1B(O)O.C(=O)([O-])[O-].[K+].[K+], predict the reaction product. The product is: [C:1]([O-:4])(=[O:3])[CH3:2].[C:5]([O-:8])(=[O:7])[CH3:6].[C:9]([O-:12])(=[O:11])[CH3:10].[Br:18][C:19]1[CH:24]=[CH:23][C:22]([C:25]2[CH:30]=[CH:29][C:28]([Cl:31])=[CH:27][CH:26]=2)=[CH:21][C:20]=1[Pb+3:17].